The task is: Predict the product of the given reaction.. This data is from Forward reaction prediction with 1.9M reactions from USPTO patents (1976-2016). (1) Given the reactants [CH3:1][C:2]1[CH:3]=[CH:4][CH:5]=[C:6]2[C:10]=1[N:9]([CH2:11][CH2:12][O:13][C:14]([F:17])([F:16])[F:15])[CH:8]=[C:7]2[C:18]([OH:20])=O.Cl.[F:22][C:23]([F:42])([F:41])[C:24]([NH:26][CH2:27][C:28]1[CH:33]=[CH:32][C:31]([F:34])=[C:30]([CH:35]2[CH2:40][CH2:39][NH:38][CH2:37][CH2:36]2)[CH:29]=1)=[O:25].CCN=C=NCCCN(C)C.CCN(CC)CC, predict the reaction product. The product is: [F:41][C:23]([F:22])([F:42])[C:24]([NH:26][CH2:27][C:28]1[CH:33]=[CH:32][C:31]([F:34])=[C:30]([CH:35]2[CH2:40][CH2:39][N:38]([C:18]([C:7]3[C:6]4[C:10](=[C:2]([CH3:1])[CH:3]=[CH:4][CH:5]=4)[N:9]([CH2:11][CH2:12][O:13][C:14]([F:17])([F:16])[F:15])[CH:8]=3)=[O:20])[CH2:37][CH2:36]2)[CH:29]=1)=[O:25]. (2) Given the reactants [Br:1][C:2]1[CH:3]=[C:4]2[C:9](Cl)=[C:8]([C:11]([NH2:13])=[O:12])[CH:7]=[N:6][N:5]2[CH:14]=1.[OH:15][C:16]12[CH2:26][CH:20]3[CH2:21][C:22]([OH:25])([CH2:24][C:18]([NH2:27])([CH2:19]3)[CH2:17]1)[CH2:23]2.CCN(C(C)C)C(C)C.O, predict the reaction product. The product is: [Br:1][C:2]1[CH:3]=[C:4]2[C:9]([NH:27][C:18]34[CH2:24][C:22]5([OH:25])[CH2:21][CH:20]([CH2:26][C:16]([OH:15])([CH2:23]5)[CH2:17]3)[CH2:19]4)=[C:8]([C:11]([NH2:13])=[O:12])[CH:7]=[N:6][N:5]2[CH:14]=1.